This data is from Catalyst prediction with 721,799 reactions and 888 catalyst types from USPTO. The task is: Predict which catalyst facilitates the given reaction. (1) Reactant: [NH2:1][C@@H:2]1[C:11]2[C:6](=[CH:7][CH:8]=[CH:9][CH:10]=2)[C@H:5]([OH:12])[CH2:4][CH2:3]1.[H-].[Na+].F[C:16]1[CH:17]=[CH:18][C:19]([C:22]([N:24]2[CH2:29][CH2:28][O:27][CH2:26][CH2:25]2)=[O:23])=[N:20][CH:21]=1. Product: [NH2:1][C@@H:2]1[C:11]2[C:6](=[CH:7][CH:8]=[CH:9][CH:10]=2)[C@H:5]([O:12][C:16]2[CH:17]=[CH:18][C:19]([C:22]([N:24]3[CH2:29][CH2:28][O:27][CH2:26][CH2:25]3)=[O:23])=[N:20][CH:21]=2)[CH2:4][CH2:3]1. The catalyst class is: 3. (2) Reactant: Br[C:2]1[N:3]=[C:4]2[C:10]3[CH:11]=[CH:12][CH:13]=[CH:14][C:9]=3[NH:8][C:7]3[N:15]=[CH:16][CH:17]=[CH:18][C:6]=3[N:5]2[C:19]=1[C:20]1[CH:25]=[CH:24][C:23]([C:26]2([NH:30][C:31](=[O:37])[O:32][C:33]([CH3:36])([CH3:35])[CH3:34])[CH2:29][CH2:28][CH2:27]2)=[CH:22][CH:21]=1.C([Sn](CCCC)(CCCC)[C:43]1[S:44][CH:45]=[CH:46][N:47]=1)CCC.O. Product: [S:44]1[CH:45]=[CH:46][N:47]=[C:43]1[C:2]1[N:3]=[C:4]2[C:10]3[CH:11]=[CH:12][CH:13]=[CH:14][C:9]=3[NH:8][C:7]3[N:15]=[CH:16][CH:17]=[CH:18][C:6]=3[N:5]2[C:19]=1[C:20]1[CH:25]=[CH:24][C:23]([C:26]2([NH:30][C:31](=[O:37])[O:32][C:33]([CH3:35])([CH3:34])[CH3:36])[CH2:27][CH2:28][CH2:29]2)=[CH:22][CH:21]=1. The catalyst class is: 628. (3) Reactant: [Br:1][C:2]1[C:3]([Cl:10])=[C:4]([NH2:9])[CH:5]=[CH:6][C:7]=1[F:8].C(N(CC)CC)C.[CH2:18]([S:21](Cl)(=[O:23])=[O:22])[CH2:19][CH3:20].C(=O)(O)[O-].[Na+].C(=O)([O-])[O-].[Na+].[Na+]. Product: [Br:1][C:2]1[C:3]([Cl:10])=[C:4]([NH:9][S:21]([CH2:18][CH2:19][CH3:20])(=[O:23])=[O:22])[CH:5]=[CH:6][C:7]=1[F:8]. The catalyst class is: 2. (4) Reactant: Cl.[N+:2]([C:5]1[CH:13]=[CH:12][C:8]([CH2:9][CH2:10][NH2:11])=[CH:7][CH:6]=1)([O-:4])=[O:3].[F:14][C:15]([F:26])([F:25])[C:16](O[C:16](=[O:17])[C:15]([F:26])([F:25])[F:14])=[O:17].C([O-])(O)=O.[Na+]. Product: [F:14][C:15]([F:26])([F:25])[C:16]([NH:11][CH2:10][CH2:9][C:8]1[CH:7]=[CH:6][C:5]([N+:2]([O-:4])=[O:3])=[CH:13][CH:12]=1)=[O:17]. The catalyst class is: 17. (5) Reactant: Cl[C:2]1[C:6]([N+:7]([O-:9])=[O:8])=[CH:5][N:4]([CH3:10])[N:3]=1.CCN(C(C)C)C(C)C.[OH:20][C:21]1[CH:26]=[CH:25][N:24]=[CH:23][CH:22]=1. Product: [CH3:10][N:4]1[C:5]([N:24]2[CH2:25][CH2:26][CH:21]([OH:20])[CH2:22][CH2:23]2)=[C:6]([N+:7]([O-:9])=[O:8])[CH:2]=[N:3]1. The catalyst class is: 8. (6) Reactant: Br[C:2]1[CH:3]=[C:4]([NH:10][S:11]([C:14]2[CH:19]=[CH:18][C:17]([OH:20])=[C:16]([CH3:21])[CH:15]=2)(=[O:13])=[O:12])[C:5]([O:8][CH3:9])=[N:6][CH:7]=1.[B:22]1([B:22]2[O:26][C:25]([CH3:28])([CH3:27])[C:24]([CH3:30])([CH3:29])[O:23]2)[O:26][C:25]([CH3:28])([CH3:27])[C:24]([CH3:30])([CH3:29])[O:23]1.C([O-])(=O)C.[K+]. Product: [OH:20][C:17]1[CH:18]=[CH:19][C:14]([S:11]([NH:10][C:4]2[C:5]([O:8][CH3:9])=[N:6][CH:7]=[C:2]([B:22]3[O:26][C:25]([CH3:28])([CH3:27])[C:24]([CH3:30])([CH3:29])[O:23]3)[CH:3]=2)(=[O:13])=[O:12])=[CH:15][C:16]=1[CH3:21]. The catalyst class is: 12. (7) Reactant: Br[C:2]1[C:3]([NH2:12])=[N:4][CH:5]=[C:6](Br)[C:7]=1[CH2:8][CH2:9][CH3:10].O.[OH:14][C:15]1[CH:20]=[CH:19][C:18](B(O)O)=[CH:17][CH:16]=1.[C:24]([O-:27])([O-])=O.[Na+].[Na+]. Product: [NH2:12][C:3]1[N:4]=[CH:5][C:6]([C:18]2[CH:19]=[CH:20][C:15]([OH:14])=[CH:16][CH:17]=2)=[C:7]([CH2:8][CH2:9][CH3:10])[C:2]=1[C:7]1[CH:6]=[CH:5][C:24]([OH:27])=[CH:3][CH:2]=1. The catalyst class is: 184.